The task is: Predict the reaction yield, written as a fraction of the theoretical maximum amount of product (1.0 means a 100% yield; for example, 0.34 means a 34% yield).. This data is from Reaction yield outcomes from USPTO patents with 853,638 reactions. (1) The reactants are Cl.[CH3:2][O:3][CH:4]1[CH2:7][NH:6][CH2:5]1.CC([O-])(C)C.[K+].Br[C:15]1[CH:16]=[C:17]2[N:26]([CH3:27])[CH:25]=[CH:24][C:18]2=[N:19][C:20]=1[C@@H:21]([NH2:23])[CH3:22]. The catalyst is COCCOC. The product is [CH3:2][O:3][CH:4]1[CH2:7][N:6]([C:15]2[CH:16]=[C:17]3[N:26]([CH3:27])[CH:25]=[CH:24][C:18]3=[N:19][C:20]=2[C@@H:21]([NH2:23])[CH3:22])[CH2:5]1. The yield is 0.990. (2) The reactants are [C:1]([O:5][C:6]([N:8]1[CH2:13][CH2:12][CH:11]([CH2:14][O:15]S(C)(=O)=O)[CH2:10][CH2:9]1)=[O:7])([CH3:4])([CH3:3])[CH3:2].C(=O)([O-])[O-].[K+].[K+].O.[C:27]([O:30][CH2:31]C)(=[O:29])[CH3:28]. The catalyst is CN(C)C=O.C(OC)(=O)C1C(=CC=CC=1)O.[I-].C([N+](CCCC)(CCCC)CCCC)CCC. The product is [C:1]([O:5][C:6]([N:8]1[CH2:13][CH2:12][CH:11]([CH2:14][O:15][C:13]2[CH:12]=[CH:11][CH:10]=[CH:9][C:28]=2[C:27]([O:30][CH3:31])=[O:29])[CH2:10][CH2:9]1)=[O:7])([CH3:4])([CH3:3])[CH3:2]. The yield is 0.650. (3) The reactants are [CH2:1]([C@@H:3]1[NH:12][C:11]2[C:6](=[CH:7][CH:8]=[C:9]([F:13])[CH:10]=2)[NH:5][C:4]1=[O:14])[CH3:2].C([C@H]1N([C:27](=[O:36])[C:28]2[CH:33]=[CH:32][C:31]([O:34][CH3:35])=[CH:30][CH:29]=2)C2C(=CC(F)=CC=2)NC1=O)C. The catalyst is CCOCC. The product is [CH2:1]([C@@H:3]1[N:12]([C:27](=[O:36])[C:28]2[CH:33]=[CH:32][C:31]([O:34][CH3:35])=[CH:30][CH:29]=2)[C:11]2[C:6](=[CH:7][CH:8]=[C:9]([F:13])[CH:10]=2)[NH:5][C:4]1=[O:14])[CH3:2]. The yield is 0.820. (4) The reactants are [C:1]([N:5]1[C:9]2=[N:10][C:11]([NH:14][C:15](=[O:23])[C:16]3[CH:21]=[CH:20][C:19]([CH3:22])=[CH:18][CH:17]=3)=[CH:12][CH:13]=[C:8]2[C:7]([C:24]([OH:26])=O)=[CH:6]1)([CH3:4])([CH3:3])[CH3:2].[CH2:27]([NH2:29])[CH3:28].F[P-](F)(F)(F)(F)F.C[N+](C)=C(N(C)C)ON1C2N=CC=CC=2N=N1.C(N(CC)CC)C. The catalyst is CN(C=O)C. The product is [CH2:27]([NH:29][C:24]([C:7]1[C:8]2[C:9](=[N:10][C:11]([NH:14][C:15](=[O:23])[C:16]3[CH:21]=[CH:20][C:19]([CH3:22])=[CH:18][CH:17]=3)=[CH:12][CH:13]=2)[N:5]([C:1]([CH3:3])([CH3:2])[CH3:4])[CH:6]=1)=[O:26])[CH3:28]. The yield is 0.320. (5) The reactants are [H-].[Na+].[CH:3]1([CH2:6][N:7]2[CH2:12][CH2:11][CH:10]([OH:13])[CH2:9][CH2:8]2)[CH2:5][CH2:4]1.[Cl:14][C:15]1[CH:20]=[CH:19][CH:18]=[C:17](Cl)[N:16]=1. The catalyst is CN(C=O)C. The product is [Cl:14][C:15]1[CH:20]=[CH:19][CH:18]=[C:17]([O:13][CH:10]2[CH2:11][CH2:12][N:7]([CH2:6][CH:3]3[CH2:4][CH2:5]3)[CH2:8][CH2:9]2)[N:16]=1. The yield is 0.610. (6) The reactants are [N:1]([CH:4]1[CH2:13][CH2:12][CH2:11][C:10]2[N:9]=[CH:8][CH:7]=[N:6][C:5]1=2)=[N+]=[N-]. The catalyst is [Pd]. The product is [N:9]1[C:10]2[CH2:11][CH2:12][CH2:13][CH:4]([NH2:1])[C:5]=2[N:6]=[CH:7][CH:8]=1. The yield is 0.990.